Dataset: Forward reaction prediction with 1.9M reactions from USPTO patents (1976-2016). Task: Predict the product of the given reaction. Given the reactants [C:1]([C:3]1[C:8](Cl)=[CH:7][CH:6]=[CH:5][N:4]=1)#[N:2].[F-:10].[K+], predict the reaction product. The product is: [C:1]([C:3]1[C:8]([F:10])=[CH:7][CH:6]=[CH:5][N:4]=1)#[N:2].